Dataset: NCI-60 drug combinations with 297,098 pairs across 59 cell lines. Task: Regression. Given two drug SMILES strings and cell line genomic features, predict the synergy score measuring deviation from expected non-interaction effect. (1) Drug 1: C1CN1P(=S)(N2CC2)N3CC3. Drug 2: C1CN(CCN1C(=O)CCBr)C(=O)CCBr. Cell line: OVCAR3. Synergy scores: CSS=6.97, Synergy_ZIP=3.20, Synergy_Bliss=7.25, Synergy_Loewe=-0.885, Synergy_HSA=0.0820. (2) Drug 1: C1=NC(=NC(=O)N1C2C(C(C(O2)CO)O)O)N. Drug 2: CN1C2=C(C=C(C=C2)N(CCCl)CCCl)N=C1CCCC(=O)O.Cl. Cell line: MCF7. Synergy scores: CSS=6.84, Synergy_ZIP=-0.931, Synergy_Bliss=3.04, Synergy_Loewe=-1.21, Synergy_HSA=1.47. (3) Drug 1: CC1C(C(CC(O1)OC2CC(CC3=C2C(=C4C(=C3O)C(=O)C5=C(C4=O)C(=CC=C5)OC)O)(C(=O)C)O)N)O.Cl. Drug 2: CC1=C(C=C(C=C1)NC(=O)C2=CC=C(C=C2)CN3CCN(CC3)C)NC4=NC=CC(=N4)C5=CN=CC=C5. Cell line: MDA-MB-435. Synergy scores: CSS=10.9, Synergy_ZIP=5.47, Synergy_Bliss=9.51, Synergy_Loewe=-1.71, Synergy_HSA=5.99. (4) Drug 1: CN(C)C1=NC(=NC(=N1)N(C)C)N(C)C. Drug 2: C1=NNC2=C1C(=O)NC=N2. Cell line: SK-MEL-2. Synergy scores: CSS=-11.0, Synergy_ZIP=3.16, Synergy_Bliss=-1.57, Synergy_Loewe=-8.35, Synergy_HSA=-6.75.